From a dataset of Forward reaction prediction with 1.9M reactions from USPTO patents (1976-2016). Predict the product of the given reaction. (1) Given the reactants [Br:1][C:2]1[CH:10]=[CH:9][C:5]([C:6]([OH:8])=[O:7])=[C:4]([N:11]2[CH2:16][CH2:15][CH:14]([CH2:17][O:18][Si:19]([C:32]([CH3:35])([CH3:34])[CH3:33])([C:26]3[CH:31]=[CH:30][CH:29]=[CH:28][CH:27]=3)[C:20]3[CH:25]=[CH:24][CH:23]=[CH:22][CH:21]=3)[CH2:13][CH2:12]2)[CH:3]=1.C(Cl)(=O)C(Cl)=O.[CH2:42](O)[C:43]1[CH:48]=[CH:47][CH:46]=[CH:45][CH:44]=1.C(=O)([O-])O.[Na+], predict the reaction product. The product is: [Br:1][C:2]1[CH:10]=[CH:9][C:5]([C:6]([O:8][CH2:42][C:43]2[CH:48]=[CH:47][CH:46]=[CH:45][CH:44]=2)=[O:7])=[C:4]([N:11]2[CH2:12][CH2:13][CH:14]([CH2:17][O:18][Si:19]([C:32]([CH3:35])([CH3:34])[CH3:33])([C:26]3[CH:27]=[CH:28][CH:29]=[CH:30][CH:31]=3)[C:20]3[CH:21]=[CH:22][CH:23]=[CH:24][CH:25]=3)[CH2:15][CH2:16]2)[CH:3]=1. (2) Given the reactants OC(C(F)(F)F)=O.[CH:8]([N:11]1[C:15]([C:16]2[S:17][C:18]3[CH2:19][CH2:20][O:21][C:22]4[CH:29]=[C:28]([CH:30]5[CH2:35][CH2:34][NH:33][CH2:32][CH2:31]5)[CH:27]=[CH:26][C:23]=4[C:24]=3[N:25]=2)=[N:14][CH:13]=[N:12]1)([CH3:10])[CH3:9].C(=O)([O-])[O-].[K+].[K+].[C:42]([NH:46][C:47](=[O:50])[CH2:48]Cl)([CH3:45])([CH3:44])[CH3:43], predict the reaction product. The product is: [C:42]([NH:46][C:47](=[O:50])[CH2:48][N:33]1[CH2:34][CH2:35][CH:30]([C:28]2[CH:27]=[CH:26][C:23]3[C:24]4[N:25]=[C:16]([C:15]5[N:11]([CH:8]([CH3:10])[CH3:9])[N:12]=[CH:13][N:14]=5)[S:17][C:18]=4[CH2:19][CH2:20][O:21][C:22]=3[CH:29]=2)[CH2:31][CH2:32]1)([CH3:45])([CH3:44])[CH3:43]. (3) Given the reactants [Cl:1][C:2]1[CH:7]=[CH:6][C:5]([CH2:8][CH2:9][N+:10]([O-:12])=[O:11])=[CH:4][CH:3]=1.C[O:14][CH:15](OC)[CH2:16][CH2:17][CH2:18][CH:19]=O, predict the reaction product. The product is: [Cl:1][C:2]1[CH:3]=[CH:4][C:5]([CH2:8]/[C:9](/[N+:10]([O-:12])=[O:11])=[CH:19]\[CH2:18][CH2:17][CH2:16][CH:15]=[O:14])=[CH:6][CH:7]=1. (4) Given the reactants CO[C:3]1[CH:8]=[CH:7][CH:6]=[CH:5][C:4]=1[S:9][CH2:10][CH2:11][CH2:12][N:13]([C@H:29]1[CH2:34][CH2:33][C@H:32]([CH3:35])[CH2:31][CH2:30]1)[C:14](=[O:28])[NH:15][C:16]1[S:17][C:18]([S:21][C:22]([CH3:27])([CH3:26])[C:23]([OH:25])=[O:24])=[CH:19][N:20]=1.C(OC(=O)C(SC1SC(N)=NC=1)(C)C)C.[Cl:51]C1C=CC(S)=CC=1, predict the reaction product. The product is: [Cl:51][C:7]1[CH:6]=[CH:5][C:4]([S:9][CH2:10][CH2:11][CH2:12][N:13]([C@H:29]2[CH2:34][CH2:33][C@H:32]([CH3:35])[CH2:31][CH2:30]2)[C:14](=[O:28])[NH:15][C:16]2[S:17][C:18]([S:21][C:22]([CH3:27])([CH3:26])[C:23]([OH:25])=[O:24])=[CH:19][N:20]=2)=[CH:3][CH:8]=1. (5) Given the reactants O1[C:5]2([CH2:14][CH2:13][C:8]3([CH2:12][CH2:11][NH:10][CH2:9]3)[CH2:7][CH2:6]2)[O:4]CC1.Cl, predict the reaction product. The product is: [CH2:9]1[C:8]2([CH2:13][CH2:14][C:5](=[O:4])[CH2:6][CH2:7]2)[CH2:12][CH2:11][NH:10]1. (6) The product is: [Br:8][C:5]1[CH:6]=[CH:7][C:2]2[N:3]([CH:10]=[C:11]([C:13]3[CH:18]=[CH:17][C:16]([C:19]#[N:20])=[CH:15][CH:14]=3)[N:1]=2)[CH:4]=1. Given the reactants [NH2:1][C:2]1[CH:7]=[CH:6][C:5]([Br:8])=[CH:4][N:3]=1.Br[CH2:10][C:11]([C:13]1[CH:18]=[CH:17][C:16]([C:19]#[N:20])=[CH:15][CH:14]=1)=O, predict the reaction product. (7) Given the reactants Cl.Cl.Cl.[O:4]1[C:8]2=[C:9]([N:13]3[CH2:18][CH2:17][N:16]([CH2:19][CH2:20][C@H:21]4[CH2:26][CH2:25][C@H:24]([NH2:27])[CH2:23][CH2:22]4)[CH2:15][CH2:14]3)[N:10]=[CH:11][CH:12]=[C:7]2[CH2:6][CH2:5]1.[O:28]1[CH2:33][CH2:32][O:31][CH2:30][C@@H:29]1[CH2:34][C:35](O)=[O:36], predict the reaction product. The product is: [O:4]1[C:8]2=[C:9]([N:13]3[CH2:18][CH2:17][N:16]([CH2:19][CH2:20][C@H:21]4[CH2:26][CH2:25][C@H:24]([NH:27][C:35](=[O:36])[CH2:34][C@H:29]5[CH2:30][O:31][CH2:32][CH2:33][O:28]5)[CH2:23][CH2:22]4)[CH2:15][CH2:14]3)[N:10]=[CH:11][CH:12]=[C:7]2[CH2:6][CH2:5]1. (8) Given the reactants F[C:2]1[C:3]([CH3:22])=[N:4][C:5]2[C:10]([N:11]=1)=[C:9]([C:12]1[NH:20][C:19]3[CH2:18][CH2:17][NH:16][C:15](=[O:21])[C:14]=3[CH:13]=1)[CH:8]=[CH:7][CH:6]=2.[NH2:23][C@H:24]1[CH2:29][CH2:28][C@H:27]([OH:30])[CH2:26][CH2:25]1, predict the reaction product. The product is: [OH:30][C@H:27]1[CH2:28][CH2:29][C@H:24]([NH:23][C:2]2[C:3]([CH3:22])=[N:4][C:5]3[C:10]([N:11]=2)=[C:9]([C:12]2[NH:20][C:19]4[CH2:18][CH2:17][NH:16][C:15](=[O:21])[C:14]=4[CH:13]=2)[CH:8]=[CH:7][CH:6]=3)[CH2:25][CH2:26]1. (9) The product is: [CH2:1]([O:3][C:4](=[O:10])[CH2:5][C:6]1[N:11]=[C:12]2[CH:17]=[CH:16][C:15]([Br:18])=[CH:14][N:13]2[CH:7]=1)[CH3:2]. Given the reactants [CH2:1]([O:3][C:4](=[O:10])[CH2:5][C:6](=O)[CH2:7]Br)[CH3:2].[NH2:11][C:12]1[CH:17]=[CH:16][C:15]([Br:18])=[CH:14][N:13]=1, predict the reaction product.